The task is: Regression. Given two drug SMILES strings and cell line genomic features, predict the synergy score measuring deviation from expected non-interaction effect.. This data is from NCI-60 drug combinations with 297,098 pairs across 59 cell lines. (1) Drug 1: CC1=CC=C(C=C1)C2=CC(=NN2C3=CC=C(C=C3)S(=O)(=O)N)C(F)(F)F. Drug 2: CCC1(CC2CC(C3=C(CCN(C2)C1)C4=CC=CC=C4N3)(C5=C(C=C6C(=C5)C78CCN9C7C(C=CC9)(C(C(C8N6C=O)(C(=O)OC)O)OC(=O)C)CC)OC)C(=O)OC)O.OS(=O)(=O)O. Cell line: OVCAR-8. Synergy scores: CSS=0.740, Synergy_ZIP=-0.178, Synergy_Bliss=1.74, Synergy_Loewe=1.03, Synergy_HSA=0.169. (2) Drug 1: COC1=NC(=NC2=C1N=CN2C3C(C(C(O3)CO)O)O)N. Drug 2: C1=CN(C=N1)CC(O)(P(=O)(O)O)P(=O)(O)O. Cell line: MDA-MB-435. Synergy scores: CSS=2.36, Synergy_ZIP=-0.678, Synergy_Bliss=0.642, Synergy_Loewe=-0.577, Synergy_HSA=-0.264.